From a dataset of Forward reaction prediction with 1.9M reactions from USPTO patents (1976-2016). Predict the product of the given reaction. (1) Given the reactants Br[C:2]1[CH:14]=[CH:13][C:12]2[C:11]3[C:6](=[CH:7][C:8]([Br:15])=[CH:9][CH:10]=3)[C:5]([CH3:17])([CH3:16])[C:4]=2[CH:3]=1.[CH:18]1[C:26]2[C:25]3[CH:27]=[CH:28][CH:29]=[CH:30][C:24]=3[S:23][C:22]=2[CH:21]=[CH:20][C:19]=1B(O)O.C([O-])([O-])=O.[K+].[K+], predict the reaction product. The product is: [Br:15][C:8]1[CH:7]=[C:6]2[C:11]([C:12]3[CH:13]=[CH:14][C:2]([C:28]4[CH:29]=[CH:30][C:24]5[S:23][C:22]6[CH:21]=[CH:20][CH:19]=[CH:18][C:26]=6[C:25]=5[CH:27]=4)=[CH:3][C:4]=3[C:5]2([CH3:16])[CH3:17])=[CH:10][CH:9]=1. (2) The product is: [CH2:1]([O:3][C:4](=[O:16])[CH2:5][CH:6]([Br:17])[C:7]([C:9]1[C:14]([Br:15])=[CH:13][CH:12]=[CH:11][N:10]=1)=[O:8])[CH3:2]. Given the reactants [CH2:1]([O:3][C:4](=[O:16])[CH2:5][CH2:6][C:7]([C:9]1[C:14]([Br:15])=[CH:13][CH:12]=[CH:11][N:10]=1)=[O:8])[CH3:2].[Br:17]Br, predict the reaction product.